Dataset: Catalyst prediction with 721,799 reactions and 888 catalyst types from USPTO. Task: Predict which catalyst facilitates the given reaction. The catalyst class is: 306. Reactant: [C:1]1([CH3:11])[CH:6]=[CH:5][C:4]([S:7](Cl)(=[O:9])=[O:8])=[CH:3][CH:2]=1.C(N(CC)CC)C.CN(C1C=CC=CN=1)C.[C:28]([N:35]1[CH2:40][CH2:39][CH:38]([OH:41])[CH2:37][CH2:36]1)([O:30][C:31]([CH3:34])([CH3:33])[CH3:32])=[O:29].OP(O)(O)=O. Product: [C:31]([O:30][C:28]([N:35]1[CH2:40][CH2:39][CH:38]([O:41][S:7]([C:4]2[CH:5]=[CH:6][C:1]([CH3:11])=[CH:2][CH:3]=2)(=[O:9])=[O:8])[CH2:37][CH2:36]1)=[O:29])([CH3:34])([CH3:33])[CH3:32].